From a dataset of Full USPTO retrosynthesis dataset with 1.9M reactions from patents (1976-2016). Predict the reactants needed to synthesize the given product. (1) Given the product [CH2:1]([O:8][C:9]1[CH:16]=[C:15]([CH:17]([CH3:19])[CH3:18])[CH:14]=[CH:13][C:10]=1[CH:11]=[CH:28][N+:25]([O-:27])=[O:26])[C:2]1[CH:7]=[CH:6][CH:5]=[CH:4][CH:3]=1, predict the reactants needed to synthesize it. The reactants are: [CH2:1]([O:8][C:9]1[CH:16]=[C:15]([CH:17]([CH3:19])[CH3:18])[CH:14]=[CH:13][C:10]=1[CH:11]=O)[C:2]1[CH:7]=[CH:6][CH:5]=[CH:4][CH:3]=1.C([O-])(=O)C.[NH4+].[N+:25]([CH3:28])([O-:27])=[O:26]. (2) Given the product [CH3:30][O:29][CH:28]([O:31][CH3:32])[CH2:27][NH:26][C:16](=[O:18])[C@H:12]([NH:11][C:1](=[O:2])[O:3][CH2:4][C:5]1[CH:6]=[CH:7][CH:8]=[CH:9][CH:10]=1)[CH:13]([CH3:14])[CH3:15], predict the reactants needed to synthesize it. The reactants are: [C:1]([NH:11][C@@H:12]([C:16]([OH:18])=O)[CH:13]([CH3:15])[CH3:14])([O:3][CH2:4][C:5]1[CH:10]=[CH:9][CH:8]=[CH:7][CH:6]=1)=[O:2].CN1CCOCC1.[NH2:26][CH2:27][CH:28]([O:31][CH3:32])[O:29][CH3:30]. (3) Given the product [CH3:27][S:24]([O:23][C:20]1[CH:21]=[CH:22][C:16]2[O:15][CH2:14][CH:13]([CH2:12][N:29]([CH3:30])[CH3:28])[O:18][C:17]=2[CH:19]=1)(=[O:26])=[O:25], predict the reactants needed to synthesize it. The reactants are: CC1C=CC(S(O[CH2:12][CH:13]2[O:18][C:17]3[CH:19]=[C:20]([O:23][S:24]([CH3:27])(=[O:26])=[O:25])[CH:21]=[CH:22][C:16]=3[O:15][CH2:14]2)(=O)=O)=CC=1.[CH3:28][NH:29][CH3:30]. (4) Given the product [N:12]([CH2:2][CH2:3][NH:4][C:5](=[O:11])[O:6][C:7]([CH3:10])([CH3:9])[CH3:8])=[N+:13]=[N-:14], predict the reactants needed to synthesize it. The reactants are: Br[CH2:2][CH2:3][NH:4][C:5](=[O:11])[O:6][C:7]([CH3:10])([CH3:9])[CH3:8].[N-:12]=[N+:13]=[N-:14].[Na+].CN(C=O)C.